The task is: Predict the product of the given reaction.. This data is from Forward reaction prediction with 1.9M reactions from USPTO patents (1976-2016). Given the reactants IC1C=CC(C2NC([C@@H](N3C(=O)[C@@H](CCC(O)=O)NC3=O)C(C)C)=NC=2)=CC=1.C1(C[C@H]2NC(=O)[N:35]([C@H:39]([C:48]3[NH:49][C:50]([C:54]4[CH:59]=[CH:58][C:57]([I:60])=[CH:56][C:55]=4[F:61])=[C:51]([CH3:53])[N:52]=3)[C@H:40]([C:42]3[CH:47]=[CH:46][CH:45]=[CH:44][CH:43]=3)[CH3:41])C2=O)CC1.C(O[C:68]([NH:70][C@H:71]([C:75]1[CH:80]=[CH:79][C:78]([O:81][CH2:82][C:83](=[O:87])[N:84]([CH3:86])[CH3:85])=[CH:77][CH:76]=1)[C:72]([OH:74])=O)=[O:69])(C)(C)C.ClN1C(=O)CCC1=O, predict the reaction product. The product is: [F:61][C:55]1[CH:56]=[C:57]([I:60])[CH:58]=[CH:59][C:54]=1[C:50]1[NH:49][C:48]([C@@H:39]([N:35]2[C:72](=[O:74])[C@@H:71]([C:75]3[CH:76]=[CH:77][C:78]([O:81][CH2:82][C:83]([N:84]([CH3:85])[CH3:86])=[O:87])=[CH:79][CH:80]=3)[NH:70][C:68]2=[O:69])[C@H:40]([C:42]2[CH:43]=[CH:44][CH:45]=[CH:46][CH:47]=2)[CH3:41])=[N:52][C:51]=1[CH3:53].